This data is from Catalyst prediction with 721,799 reactions and 888 catalyst types from USPTO. The task is: Predict which catalyst facilitates the given reaction. (1) The catalyst class is: 2. Reactant: [CH3:1][C:2]1[CH:10]=[CH:9][C:5]([C:6]([OH:8])=O)=[CH:4][C:3]=1[C:11]#[C:12][C:13]1[CH:18]=[CH:17][CH:16]=[CH:15][N:14]=1.[CH2:19]1[C:28]2[C:23](=[CH:24][CH:25]=[CH:26][CH:27]=2)[CH2:22][CH2:21][NH:20]1.C(N(CC)CC)C.C1CN([P+](ON2N=NC3C=CC=CC2=3)(N2CCCC2)N2CCCC2)CC1.F[P-](F)(F)(F)(F)F. Product: [CH3:1][C:2]1[CH:10]=[CH:9][C:5]([C:6]([N:20]2[CH2:21][CH2:22][C:23]3[C:28](=[CH:27][CH:26]=[CH:25][CH:24]=3)[CH2:19]2)=[O:8])=[CH:4][C:3]=1[C:11]#[C:12][C:13]1[CH:18]=[CH:17][CH:16]=[CH:15][N:14]=1. (2) Product: [Br:44][CH2:2][CH2:3][N:4]1[C:8]([CH2:9][NH:10][C:11](=[O:17])[O:12][C:13]([CH3:16])([CH3:15])[CH3:14])=[N:7][C:6]([C:18]2[CH:23]=[CH:22][N:21]=[CH:20][CH:19]=2)=[N:5]1. Reactant: O[CH2:2][CH2:3][N:4]1[C:8]([CH2:9][NH:10][C:11](=[O:17])[O:12][C:13]([CH3:16])([CH3:15])[CH3:14])=[N:7][C:6]([C:18]2[CH:23]=[CH:22][N:21]=[CH:20][CH:19]=2)=[N:5]1.C1(P(C2C=CC=CC=2)C2C=CC=CC=2)C=CC=CC=1.C(Br)(Br)(Br)[Br:44]. The catalyst class is: 10. (3) Reactant: Br[C:2]1[CH:3]=[N:4][CH:5]=[C:6]2[C:11]=1[N:10]=[C:9]([C:12]([NH2:14])=[O:13])[CH:8]=[CH:7]2.[F:15][C:16]([F:27])([F:26])[C:17]1[CH:22]=[CH:21][C:20](B(O)O)=[CH:19][CH:18]=1.C(=O)([O-])[O-].[Cs+].[Cs+]. Product: [F:15][C:16]([F:27])([F:26])[C:17]1[CH:22]=[CH:21][C:20]([C:2]2[CH:3]=[N:4][CH:5]=[C:6]3[C:11]=2[N:10]=[C:9]([C:12]([NH2:14])=[O:13])[CH:8]=[CH:7]3)=[CH:19][CH:18]=1. The catalyst class is: 688. (4) Product: [Cl:5][C:6]1[CH:11]=[CH:10][C:9]([CH2:12][CH2:13][C:14]#[N:15])=[C:8]([OH:16])[CH:7]=1. The catalyst class is: 2. Reactant: B(Br)(Br)Br.[Cl:5][C:6]1[CH:11]=[CH:10][C:9]([CH2:12][CH2:13][C:14]#[N:15])=[C:8]([O:16]C)[CH:7]=1. (5) Reactant: I.[Br:2][C:3]1[CH:4]=[C:5]2[C:10]([NH:11][C@H:12]3[C@:16]([F:18])([CH3:17])[CH2:15][NH:14][CH2:13]3)=[C:9]([C:19]([NH2:21])=[O:20])[CH:8]=[N:7][N:6]2[CH:22]=1.[C:23]([C:25]1([C:28](O)=[O:29])[CH2:27][CH2:26]1)#[N:24].CCN(C(C)C)C(C)C.F[P-](F)(F)(F)(F)F.N1(O[P+](N(C)C)(N(C)C)N(C)C)C2C=CC=CC=2N=N1. Product: [Br:2][C:3]1[CH:4]=[C:5]2[C:10]([NH:11][C@H:12]3[C@:16]([F:18])([CH3:17])[CH2:15][N:14]([C:28]([C:25]4([C:23]#[N:24])[CH2:27][CH2:26]4)=[O:29])[CH2:13]3)=[C:9]([C:19]([NH2:21])=[O:20])[CH:8]=[N:7][N:6]2[CH:22]=1. The catalyst class is: 42. (6) Reactant: C[Si]([N-][Si](C)(C)C)(C)C.[Na+].[CH3:11][C:12]1[CH:17]=[CH:16][N:15]=[CH:14][C:13]=1[NH2:18].[C:19](O[C:19]([O:21][C:22]([CH3:25])([CH3:24])[CH3:23])=[O:20])([O:21][C:22]([CH3:25])([CH3:24])[CH3:23])=[O:20].Cl. Product: [CH3:11][C:12]1[CH:17]=[CH:16][N:15]=[CH:14][C:13]=1[NH:18][C:19](=[O:20])[O:21][C:22]([CH3:25])([CH3:24])[CH3:23]. The catalyst class is: 7. (7) Reactant: [Cl:1][C:2]1[CH:7]=[C:6]([F:8])[CH:5]=[CH:4][C:3]=1[N:9]1[C:17](=[O:18])[C:16]2[C@@H:15]3[C:19]([CH3:21])([CH3:20])[C@@:12]([CH3:22])([CH2:13][CH2:14]3)[C:11]=2[NH:10]1.I[CH3:24].O. Product: [Cl:1][C:2]1[CH:7]=[C:6]([F:8])[CH:5]=[CH:4][C:3]=1[N:9]1[C:17](=[O:18])[C:16]2[C@@H:15]3[C:19]([CH3:21])([CH3:20])[C@@:12]([CH3:22])([CH2:13][CH2:14]3)[C:11]=2[N:10]1[CH3:24]. The catalyst class is: 9. (8) Reactant: [C:9](O[C:9]([O:11][C:12]([CH3:15])([CH3:14])[CH3:13])=[O:10])([O:11][C:12]([CH3:15])([CH3:14])[CH3:13])=[O:10].[CH3:16][C:17]1[CH:22]=[CH:21][N:20]=[C:19]([NH2:23])[CH:18]=1. Product: [C:12]([O:11][C:9](=[O:10])[NH:23][C:19]1[CH:18]=[C:17]([CH3:16])[CH:22]=[CH:21][N:20]=1)([CH3:13])([CH3:14])[CH3:15]. The catalyst class is: 218.